From a dataset of Forward reaction prediction with 1.9M reactions from USPTO patents (1976-2016). Predict the product of the given reaction. (1) Given the reactants [Br:1][C:2]1[CH:3]=[N:4][C:5]2[C:10]([CH:11]=1)=[N:9][CH:8]=[C:7]([CH:12]=[CH:13][O:14]CC)[CH:6]=2.Cl.[OH-].[Na+], predict the reaction product. The product is: [Br:1][C:2]1[CH:11]=[C:10]2[C:5]([CH:6]=[C:7]([CH2:12][CH:13]=[O:14])[CH:8]=[N:9]2)=[N:4][CH:3]=1. (2) The product is: [CH2:8]([C:10]1[CH:11]=[CH:12][C:13]([CH:16]2[CH2:21][N:20]([C:22]([N:24]3[CH2:25][CH2:26][CH2:27][CH2:28]3)=[O:23])[CH2:19][CH:18]([NH:29][C:38]([NH:37][C:34]3[CH:35]=[CH:36][C:31]([F:30])=[CH:32][CH:33]=3)=[O:39])[CH2:17]2)=[CH:14][CH:15]=1)[CH3:9]. Given the reactants FC(F)(F)C(O)=O.[CH2:8]([C:10]1[CH:15]=[CH:14][C:13]([CH:16]2[CH2:21][N:20]([C:22]([N:24]3[CH2:28][CH2:27][CH2:26][CH2:25]3)=[O:23])[CH2:19][CH:18]([NH2:29])[CH2:17]2)=[CH:12][CH:11]=1)[CH3:9].[F:30][C:31]1[CH:36]=[CH:35][C:34]([N:37]=[C:38]=[O:39])=[CH:33][CH:32]=1, predict the reaction product. (3) Given the reactants O=[C:2]([CH3:9])[CH2:3][C:4]([O:6][CH2:7][CH3:8])=[O:5].[CH3:10][C:11]([NH2:14])([CH3:13])[CH3:12].S([O-])([O-])(=O)=O.[Mg+2].O.[O-2].[O-2].[O-2].O=[Si]=O.O=[Si]=O.O=[Si]=O.O=[Si]=O.[Al+3].[Al+3].[Cl:39][C:40]1[CH:41]=[CH:42][C:43]([O:51][CH3:52])=[C:44]([CH:50]=1)[C:45]([N:47]=[C:48]=[S:49])=[O:46].II.C(=O)(O)[O-].[Na+], predict the reaction product. The product is: [C:11]([N:14]1[C:2]([CH3:9])=[C:3]([C:4]([O:6][CH2:7][CH3:8])=[O:5])/[C:48](=[N:47]/[C:45]([C:44]2[CH:50]=[C:40]([Cl:39])[CH:41]=[CH:42][C:43]=2[O:51][CH3:52])=[O:46])/[S:49]1)([CH3:13])([CH3:12])[CH3:10]. (4) Given the reactants [CH:1]([C@@H:4]1[CH2:8][C@@H:7]([C@@H:9]([NH2:33])[CH2:10][C@@H:11]([CH:30]([CH3:32])[CH3:31])[CH2:12][C:13]2[CH:18]=[CH:17][C:16]([O:19][CH2:20][CH2:21][CH2:22][OH:23])=[C:15]([O:24][CH2:25][CH2:26][CH2:27][O:28][CH3:29])[CH:14]=2)[O:6][C:5]1=[O:34])([CH3:3])[CH3:2].C(N(C(C)C)C(C)C)C.[C:44](O[C:44]([O:46][C:47]([CH3:50])([CH3:49])[CH3:48])=[O:45])([O:46][C:47]([CH3:50])([CH3:49])[CH3:48])=[O:45], predict the reaction product. The product is: [CH:1]([C@@H:4]1[CH2:8][C@@H:7]([C@@H:9]([NH:33][C:44]([O:46][C:47]([CH3:50])([CH3:49])[CH3:48])=[O:45])[CH2:10][C@@H:11]([CH:30]([CH3:32])[CH3:31])[CH2:12][C:13]2[CH:18]=[CH:17][C:16]([O:19][CH2:20][CH2:21][CH2:22][OH:23])=[C:15]([O:24][CH2:25][CH2:26][CH2:27][O:28][CH3:29])[CH:14]=2)[O:6][C:5]1=[O:34])([CH3:3])[CH3:2]. (5) The product is: [OH:1][CH2:2][C:3]1[N:4]=[C:5]([CH2:8][CH2:9][CH:10]([NH:22][C:23](=[O:29])[O:24][C:25]([CH3:27])([CH3:26])[CH3:28])[CH2:11][C:12]2[CH:17]=[CH:16][C:15]([C:18]([F:21])([F:19])[F:20])=[CH:14][CH:13]=2)[S:6][CH:7]=1. Given the reactants [OH:1][CH2:2][C:3]1[N:4]=[C:5]([C:8]#[C:9][CH:10]([NH:22][C:23](=[O:29])[O:24][C:25]([CH3:28])([CH3:27])[CH3:26])[CH2:11][C:12]2[CH:17]=[CH:16][C:15]([C:18]([F:21])([F:20])[F:19])=[CH:14][CH:13]=2)[S:6][CH:7]=1, predict the reaction product. (6) Given the reactants [N+:1]([C:4]1[CH:9]=[CH:8][N+:7]([O-])=[CH:6][C:5]=1[O:11][C:12]1[CH:17]=[CH:16][CH:15]=[C:14]([Cl:18])[CH:13]=1)([O-])=O.O.[OH-].[Na+], predict the reaction product. The product is: [NH2:1][C:4]1[CH:9]=[CH:8][N:7]=[CH:6][C:5]=1[O:11][C:12]1[CH:17]=[CH:16][CH:15]=[C:14]([Cl:18])[CH:13]=1.